This data is from Full USPTO retrosynthesis dataset with 1.9M reactions from patents (1976-2016). The task is: Predict the reactants needed to synthesize the given product. (1) Given the product [Cl:19][C:20]1[C:21]([CH2:35][C:36](=[O:38])[N:39]2[CH2:44][CH2:43][CH2:42][CH2:41][CH2:40]2)=[C:22]([C:23]([O:28][CH3:29])=[CH:24][C:25]=1[O:26][CH3:27])[C:30]([N:32]([CH3:33])[CH3:34])=[O:31], predict the reactants needed to synthesize it. The reactants are: CN1CCOCC1.ClC1N=C(OC)N=C(OC)N=1.[Cl:19][C:20]1[C:25]([O:26][CH3:27])=[CH:24][C:23]([O:28][CH3:29])=[C:22]([C:30]([N:32]([CH3:34])[CH3:33])=[O:31])[C:21]=1[CH2:35][C:36]([OH:38])=O.[NH:39]1[CH2:44][CH2:43][CH2:42][CH2:41][CH2:40]1. (2) Given the product [OH:5][CH:3]([C:6]1[CH:7]=[CH:8][C:9]([O:10][C:11]2[C:12]([F:28])=[C:13]([C@H:18]([NH:21][S@@:22]([C:24]([CH3:26])([CH3:25])[CH3:27])=[O:23])[CH2:19][CH3:20])[CH:14]=[CH:15][C:16]=2[Cl:17])=[CH:29][CH:30]=1)[CH3:4], predict the reactants needed to synthesize it. The reactants are: [BH4-].[Na+].[C:3]([C:6]1[CH:30]=[CH:29][C:9]([O:10][C:11]2[C:12]([F:28])=[C:13]([C@H:18]([NH:21][S@@:22]([C:24]([CH3:27])([CH3:26])[CH3:25])=[O:23])[CH2:19][CH3:20])[CH:14]=[CH:15][C:16]=2[Cl:17])=[CH:8][CH:7]=1)(=[O:5])[CH3:4]. (3) The reactants are: [CH3:1][C:2]1[N:7]=[C:6]([CH2:8][C:9]([C:11]2[CH:12]=[C:13]3[C:18](=[CH:19][CH:20]=2)[N:17]=[CH:16][CH:15]=[N:14]3)=[O:10])[CH:5]=[CH:4][CH:3]=1.[N:21]([O-])=[O:22].[Na+].O. Given the product [CH3:1][C:2]1[N:7]=[C:6]([C:8](=[N:21][OH:22])[C:9]([C:11]2[CH:12]=[C:13]3[C:18](=[CH:19][CH:20]=2)[N:17]=[CH:16][CH:15]=[N:14]3)=[O:10])[CH:5]=[CH:4][CH:3]=1, predict the reactants needed to synthesize it. (4) Given the product [F:8][C:6]1[CH:7]=[C:2]([CH2:19][CH2:18][C:17]([O:16][CH2:14][CH3:15])=[O:20])[CH:3]=[C:4]([F:13])[C:5]=1[O:9][CH2:10][O:11][CH3:12], predict the reactants needed to synthesize it. The reactants are: Br[C:2]1[CH:3]=[C:4]([F:13])[C:5]([O:9][CH2:10][O:11][CH3:12])=[C:6]([F:8])[CH:7]=1.[CH2:14]([O:16][CH:17]([O:20]CC)[CH:18]=[CH2:19])[CH3:15].C(N(C(C)C)CC)(C)C.O.